From a dataset of Peptide-MHC class II binding affinity with 134,281 pairs from IEDB. Regression. Given a peptide amino acid sequence and an MHC pseudo amino acid sequence, predict their binding affinity value. This is MHC class II binding data. (1) The peptide sequence is KLCLMKAQPTSWPLQ. The MHC is DRB3_0101 with pseudo-sequence DRB3_0101. The binding affinity (normalized) is 0.363. (2) The peptide sequence is HDKKSMGDDHFWAVR. The MHC is DRB4_0101 with pseudo-sequence DRB4_0103. The binding affinity (normalized) is 0.193.